From a dataset of Reaction yield outcomes from USPTO patents with 853,638 reactions. Predict the reaction yield, written as a fraction of the theoretical maximum amount of product (1.0 means a 100% yield; for example, 0.34 means a 34% yield). (1) The reactants are [OH:1][C:2]1[CH:3]=[C:4]([CH:9]=[CH:10][CH:11]=1)[C:5]([O:7][CH3:8])=[O:6].Br[CH2:13][CH2:14][CH2:15][Cl:16].C([O-])([O-])=O.[K+].[K+].C(OCC)C. The catalyst is CC(C)=O. The product is [CH3:8][O:7][C:5](=[O:6])[C:4]1[CH:9]=[CH:10][CH:11]=[C:2]([O:1][CH2:13][CH2:14][CH2:15][Cl:16])[CH:3]=1. The yield is 0.920. (2) The reactants are [Cl:1][C:2]1[CH:3]=[C:4]([NH:15][C:16](=[O:33])[C@@H:17]([NH:25]C(=O)OC(C)(C)C)[CH2:18][C:19]2[CH:24]=[CH:23][CH:22]=[CH:21][CH:20]=2)[CH:5]=[C:6]([C:8]2[CH:13]=[CH:12][N:11]=[C:10]([CH3:14])[CH:9]=2)[CH:7]=1.C(O)(C(F)(F)F)=O. The catalyst is C(Cl)Cl. The product is [NH2:25][C@@H:17]([CH2:18][C:19]1[CH:24]=[CH:23][CH:22]=[CH:21][CH:20]=1)[C:16]([NH:15][C:4]1[CH:5]=[C:6]([C:8]2[CH:13]=[CH:12][N:11]=[C:10]([CH3:14])[CH:9]=2)[CH:7]=[C:2]([Cl:1])[CH:3]=1)=[O:33]. The yield is 0.990. (3) The reactants are [Cl:1][C:2]1[CH:3]=[C:4]2[C:12](=[C:13]([NH:15][C:16]([CH:18]3[N:23]([CH2:24][C:25]([OH:27])=O)[CH2:22][C:21]([CH3:29])([CH3:28])[O:20][CH2:19]3)=[O:17])[CH:14]=1)[NH:11][C:10]1[CH:9]=[N:8][CH:7]=[CH:6][C:5]2=1.[CH3:30][N:31]1[CH2:36][CH2:35][NH:34][CH2:33][CH2:32]1. No catalyst specified. The product is [Cl:1][C:2]1[CH:3]=[C:4]2[C:12](=[C:13]([NH:15][C:16]([CH:18]3[CH2:19][O:20][C:21]([CH3:28])([CH3:29])[CH2:22][N:23]3[CH2:24][C:25]([N:34]3[CH2:35][CH2:36][N:31]([CH3:30])[CH2:32][CH2:33]3)=[O:27])=[O:17])[CH:14]=1)[NH:11][C:10]1[CH:9]=[N:8][CH:7]=[CH:6][C:5]2=1. The yield is 0.120. (4) The reactants are C(OC([N:8]1[CH2:12][CH2:11][CH:10]([N:13]([CH3:17])[C:14](=[O:16])[CH3:15])[CH2:9]1)=O)(C)(C)C.Cl.CO. The catalyst is CO. The product is [CH3:17][N:13]([CH:10]1[CH2:11][CH2:12][NH:8][CH2:9]1)[C:14](=[O:16])[CH3:15]. The yield is 0.930. (5) The reactants are FC(F)(F)S(O[C:7]1[C:15]2[CH2:14][CH2:13][N:12]([C:16]([O:18][C:19]([CH3:22])([CH3:21])[CH3:20])=[O:17])[CH2:11][C:10]=2[N:9]([CH2:23][O:24][CH2:25][CH2:26][Si:27]([CH3:30])([CH3:29])[CH3:28])[N:8]=1)(=O)=O.[C:33]1(B(O)O)[CH:38]=[CH:37][CH:36]=[CH:35][CH:34]=1.P([O-])([O-])([O-])=O.[K+].[K+].[K+]. The catalyst is O1CCOCC1.C1(P(C2C=CC=CC=2)[C-]2C=CC=C2)C=CC=CC=1.[C-]1(P(C2C=CC=CC=2)C2C=CC=CC=2)C=CC=C1.[Fe+2].Cl[Pd]Cl.C1(P(C2C=CC=CC=2)[C-]2C=CC=C2)C=CC=CC=1.[C-]1(P(C2C=CC=CC=2)C2C=CC=CC=2)C=CC=C1.[Fe+2]. The product is [C:33]1([C:7]2[C:15]3[CH2:14][CH2:13][N:12]([C:16]([O:18][C:19]([CH3:22])([CH3:21])[CH3:20])=[O:17])[CH2:11][C:10]=3[N:9]([CH2:23][O:24][CH2:25][CH2:26][Si:27]([CH3:30])([CH3:28])[CH3:29])[N:8]=2)[CH:38]=[CH:37][CH:36]=[CH:35][CH:34]=1. The yield is 0.790.